This data is from Forward reaction prediction with 1.9M reactions from USPTO patents (1976-2016). The task is: Predict the product of the given reaction. (1) Given the reactants [Cl:1][C:2]1[N:3]=[CH:4][C:5]2[CH:6]=[CH:7][C:8]3[C:14]4[C:15](=[N:18]O)[CH2:16][CH2:17][C:13]=4[NH:12][C:9]=3[C:10]=2[CH:11]=1.C([O-])([O-])=[O:21].[Na+].[Na+], predict the reaction product. The product is: [Cl:1][C:2]1[N:3]=[CH:4][C:5]2[C:10]([CH:11]=1)=[C:9]1[C:8](=[CH:7][CH:6]=2)[C:14]2[C:15](=[O:21])[NH:18][CH2:16][CH2:17][C:13]=2[NH:12]1. (2) The product is: [CH3:18][C@:15]12[C@H:16]([CH3:17])[C@H:11]([NH:12][CH2:13][CH2:14]1)[CH2:10][C:9]1[CH:25]=[C:5]([C:3]#[N:4])[CH:6]=[CH:7][C:8]2=1. Given the reactants [F-].[K+].[C:3]([C:5]1[C:6](OS(C(F)(F)F)(=O)=O)=[CH:7][C:8]2[C@@:15]3([CH3:18])[C@H:16]([CH3:17])[C@H:11]([N:12](C(=O)C(F)(F)F)[CH2:13][CH2:14]3)[CH2:10][C:9]=2[CH:25]=1)#[N:4].[OH-].[Na+], predict the reaction product. (3) The product is: [ClH:40].[F:32][C:27]1[C:26]([N:12]2[C:13]([S:15]([C:18]3[CH:19]=[C:20]([CH:21]=[CH:22][CH:23]=3)[C:24]#[N:25])(=[O:16])=[O:17])=[CH:14][C:10]([CH2:9][NH:7][CH3:6])=[N:11]2)=[CH:31][CH:30]=[CH:29][N:28]=1. Given the reactants C(O[C:6](=O)[N:7]([CH2:9][C:10]1[CH:14]=[C:13]([S:15]([C:18]2[CH:23]=[CH:22][CH:21]=[C:20]([C:24]#[N:25])[CH:19]=2)(=[O:17])=[O:16])[N:12]([C:26]2[C:27]([F:32])=[N:28][CH:29]=[CH:30][CH:31]=2)[N:11]=1)C)(C)(C)C.C(OCC)(=O)C.[ClH:40], predict the reaction product. (4) Given the reactants [Br:1][C:2]1[CH:3]=[N:4][C:5](F)=[C:6]([CH:19]=1)[C:7]([C:9](=[CH:15][N:16]([CH3:18])C)[C:10]([O:12][CH2:13][CH3:14])=[O:11])=[O:8].N[C@H:22]1[CH2:27]C[CH2:25][N:24]([C:28]([O:30][C:31]([CH3:34])([CH3:33])[CH3:32])=[O:29])[CH2:23]1.C(=O)([O-])[O-].[K+].[K+].Cl, predict the reaction product. The product is: [Br:1][C:2]1[CH:19]=[C:6]2[C:5](=[N:4][CH:3]=1)[N:16]([C@H:18]1[CH2:27][CH2:22][CH2:23][N:24]([C:28]([O:30][C:31]([CH3:32])([CH3:34])[CH3:33])=[O:29])[CH2:25]1)[CH:15]=[C:9]([C:10]([O:12][CH2:13][CH3:14])=[O:11])[C:7]2=[O:8]. (5) Given the reactants [F:1][C:2]([F:22])([F:21])[C:3]1[CH:4]=[C:5]([CH:14]=[C:15]([C:17]([F:20])([F:19])[F:18])[CH:16]=1)[CH2:6][N:7]1[CH2:12][CH2:11][C:10](=[O:13])[CH2:9][CH2:8]1.[Si](OS(C(F)(F)F)(=O)=O)(C)(C)C.[F:35][C:36]1[CH:50]=[CH:49][C:39]([CH:40](O)[C:41]2[CH:46]=[CH:45][C:44]([F:47])=[CH:43][CH:42]=2)=[CH:38][CH:37]=1.C(=O)([O-])[O-].[Na+].[Na+], predict the reaction product. The product is: [F:35][C:36]1[CH:37]=[CH:38][C:39]([CH:40]([C:41]2[CH:46]=[CH:45][C:44]([F:47])=[CH:43][CH:42]=2)[CH:9]2[C:10](=[O:13])[CH2:11][CH2:12][N:7]([CH2:6][C:5]3[CH:4]=[C:3]([C:2]([F:1])([F:21])[F:22])[CH:16]=[C:15]([C:17]([F:20])([F:18])[F:19])[CH:14]=3)[CH2:8]2)=[CH:49][CH:50]=1.